Dataset: Forward reaction prediction with 1.9M reactions from USPTO patents (1976-2016). Task: Predict the product of the given reaction. (1) The product is: [Br:22][CH:1]([C:3]1[N:8]([C:9]2[CH:14]=[CH:13][C:12]([F:15])=[CH:11][CH:10]=2)[C:7](=[O:16])[CH:6]=[CH:5][N:4]=1)[CH3:2]. Given the reactants [CH2:1]([C:3]1[N:8]([C:9]2[CH:14]=[CH:13][C:12]([F:15])=[CH:11][CH:10]=2)[C:7](=[O:16])[CH:6]=[CH:5][N:4]=1)[CH3:2].C([O-])(=O)C.[Na+].[Br:22]Br.C(=O)([O-])[O-].[K+].[K+], predict the reaction product. (2) The product is: [Cl:27][C:28]1[CH:33]=[CH:32][CH:31]=[CH:30][C:29]=1[NH:34][C:35]([NH:1][C:2]1[CH:3]=[C:4]([C:8]2[C:17]3[C:12](=[C:13]([C:18]([F:20])([F:21])[F:19])[CH:14]=[CH:15][CH:16]=3)[N:11]=[CH:10][C:9]=2[C:22]([OH:24])=[O:23])[CH:5]=[CH:6][CH:7]=1)=[O:36]. Given the reactants [NH2:1][C:2]1[CH:3]=[C:4]([C:8]2[C:17]3[C:12](=[C:13]([C:18]([F:21])([F:20])[F:19])[CH:14]=[CH:15][CH:16]=3)[N:11]=[CH:10][C:9]=2[C:22]([O:24]CC)=[O:23])[CH:5]=[CH:6][CH:7]=1.[Cl:27][C:28]1[CH:33]=[CH:32][CH:31]=[CH:30][C:29]=1[N:34]=[C:35]=[O:36], predict the reaction product. (3) Given the reactants [CH:1]1([NH:4][CH:5]2[CH2:10][CH2:9][N:8]([C:11]3[O:15][N:14]=[C:13]([C:16]4[CH:21]=[CH:20][CH:19]=[CH:18][CH:17]=4)[N:12]=3)[CH2:7][CH2:6]2)[CH2:3][CH2:2]1.[N:22]1[CH:27]=[CH:26][C:25]([C:28]2[N:33]=[CH:32][C:31]([C:34](O)=[O:35])=[CH:30][N:29]=2)=[CH:24][CH:23]=1, predict the reaction product. The product is: [CH:1]1([N:4]([CH:5]2[CH2:6][CH2:7][N:8]([C:11]3[O:15][N:14]=[C:13]([C:16]4[CH:21]=[CH:20][CH:19]=[CH:18][CH:17]=4)[N:12]=3)[CH2:9][CH2:10]2)[C:34]([C:31]2[CH:32]=[N:33][C:28]([C:25]3[CH:26]=[CH:27][N:22]=[CH:23][CH:24]=3)=[N:29][CH:30]=2)=[O:35])[CH2:3][CH2:2]1.